Dataset: Retrosynthesis with 50K atom-mapped reactions and 10 reaction types from USPTO. Task: Predict the reactants needed to synthesize the given product. (1) Given the product Cc1cc(Cl)cnc1CN(Cc1ncccc1C(C)(C)c1ccccc1)C1CCN(C(=O)OC(C)(C)C)CC1, predict the reactants needed to synthesize it. The reactants are: CC(C)(c1ccccc1)c1cccnc1C=O.Cc1cc(Cl)cnc1CNC1CCN(C(=O)OC(C)(C)C)CC1. (2) Given the product Cn1cc(C(=O)O)c2c1-c1nc(N)ncc1CC2, predict the reactants needed to synthesize it. The reactants are: CCOC(=O)c1cn(C)c2c1CCc1cnc(N)nc1-2. (3) Given the product O=C1N(Cc2cnc(O)nc2)c2ccccc2C12COc1cc3c(cc12)OCCO3, predict the reactants needed to synthesize it. The reactants are: COc1ncc(CN2C(=O)C3(COc4cc5c(cc43)OCCO5)c3ccccc32)cn1. (4) Given the product CCOC(=O)Nc1cc(C)ns1, predict the reactants needed to synthesize it. The reactants are: CCOC(=O)Cl.Cc1cc(N)sn1. (5) Given the product CCCCCCCCCCCCCCS(=O)(=O)NC(=O)Nc1c(C(C)C)cccc1C(C)C, predict the reactants needed to synthesize it. The reactants are: CC(C)c1cccc(C(C)C)c1N=C=O.CCCCCCCCCCCCCCS(N)(=O)=O.